This data is from Cav3 T-type calcium channel HTS with 100,875 compounds. The task is: Binary Classification. Given a drug SMILES string, predict its activity (active/inactive) in a high-throughput screening assay against a specified biological target. The molecule is Brc1cc(C(=O)Nc2cc(C(CC)C)ccc2O)cnc1. The result is 0 (inactive).